This data is from Catalyst prediction with 721,799 reactions and 888 catalyst types from USPTO. The task is: Predict which catalyst facilitates the given reaction. (1) Reactant: [CH3:1][N:2]1[C:10]([CH:11]=O)=[N:9][C:8]2[C:3]1=[N:4][C:5]([N:19]1[C:23]3[CH:24]=[CH:25][CH:26]=[CH:27][C:22]=3[N:21]=[C:20]1[CH3:28])=[N:6][C:7]=2[N:13]1[CH2:18][CH2:17][O:16][CH2:15][CH2:14]1.[CH3:29][C:30]1([C:35]([N:37]2[CH2:41][CH2:40][CH2:39][CH2:38]2)=[O:36])[CH2:34][CH2:33][NH:32][CH2:31]1.C(O)(=O)C.C(O[BH-](OC(=O)C)OC(=O)C)(=O)C.[Na+]. Product: [CH3:29][C:30]1([C:35]([N:37]2[CH2:41][CH2:40][CH2:39][CH2:38]2)=[O:36])[CH2:34][CH2:33][N:32]([CH2:11][C:10]2[N:2]([CH3:1])[C:3]3[C:8]([N:9]=2)=[C:7]([N:13]2[CH2:14][CH2:15][O:16][CH2:17][CH2:18]2)[N:6]=[C:5]([N:19]2[C:23]4[CH:24]=[CH:25][CH:26]=[CH:27][C:22]=4[N:21]=[C:20]2[CH3:28])[N:4]=3)[CH2:31]1. The catalyst class is: 525. (2) Reactant: Br.O.[Cl:3][C:4]1[CH:9]=[CH:8][C:7]([NH:10][C:11](=[O:16])[C:12]([F:15])([F:14])[F:13])=[C:6]([C:17]2[CH:22]=[C:21]([O:23]C)[N:20]=[CH:19][N:18]=2)[CH:5]=1. Product: [Cl:3][C:4]1[CH:9]=[CH:8][C:7]([NH:10][C:11](=[O:16])[C:12]([F:15])([F:13])[F:14])=[C:6]([C:17]2[CH:22]=[C:21]([OH:23])[N:20]=[CH:19][N:18]=2)[CH:5]=1. The catalyst class is: 1. (3) Reactant: [CH3:1][S:2]([NH:5][CH2:6][C:7]1[CH:12]=[CH:11][C:10]([CH:13]([CH3:17])[C:14]([OH:16])=O)=[CH:9][CH:8]=1)(=[O:4])=[O:3].[CH3:18][CH:19]1[CH2:24][CH2:23][N:22]([C:25]2[C:30]([CH2:31][NH2:32])=[CH:29][CH:28]=[C:27]([C:33]([F:36])([F:35])[F:34])[N:26]=2)[CH2:21][CH2:20]1.ON1C2C=CC=CC=2N=N1.C(N=C=NCCCN(C)C)C.C(N(CC)CC)C. Product: [CH3:18][CH:19]1[CH2:20][CH2:21][N:22]([C:25]2[C:30]([CH2:31][NH:32][C:14](=[O:16])[CH:13]([C:10]3[CH:9]=[CH:8][C:7]([CH2:6][NH:5][S:2]([CH3:1])(=[O:3])=[O:4])=[CH:12][CH:11]=3)[CH3:17])=[CH:29][CH:28]=[C:27]([C:33]([F:36])([F:34])[F:35])[N:26]=2)[CH2:23][CH2:24]1. The catalyst class is: 12. (4) Reactant: C(=O)([O-])[O-].[K+].[K+].[C:7]1([C:13]#[C:14][C:15]([O:17][CH3:18])=[O:16])[CH:12]=[CH:11][CH:10]=[CH:9][CH:8]=1.CO.[I-].[NH2:22][N+:23]1[CH:28]=[CH:27][CH:26]=[CH:25][CH:24]=1. The catalyst class is: 6. Product: [C:7]1([C:13]2[C:14]([C:15]([O:17][CH3:18])=[O:16])=[C:24]3[CH:25]=[CH:26][CH:27]=[CH:28][N:23]3[N:22]=2)[CH:12]=[CH:11][CH:10]=[CH:9][CH:8]=1. (5) Reactant: [F:1][C:2]1[CH:7]=[CH:6][C:5]([C:8]2[O:12][N:11]=[C:10]([C:13]([OH:15])=O)[CH:9]=2)=[CH:4][CH:3]=1.CN(C(ON1N=NC2C=CC=NC1=2)=[N+](C)C)C.F[P-](F)(F)(F)(F)F.Cl.[NH2:41][CH2:42][CH2:43][C:44]([O:46][CH3:47])=[O:45].CCN(C(C)C)C(C)C. Product: [F:1][C:2]1[CH:3]=[CH:4][C:5]([C:8]2[O:12][N:11]=[C:10]([C:13]([NH:41][CH2:42][CH2:43][C:44]([O:46][CH3:47])=[O:45])=[O:15])[CH:9]=2)=[CH:6][CH:7]=1. The catalyst class is: 3.